Dataset: Full USPTO retrosynthesis dataset with 1.9M reactions from patents (1976-2016). Task: Predict the reactants needed to synthesize the given product. Given the product [CH3:17][N:18]([CH3:20])/[CH:19]=[CH:1]/[C:2]1[S:6][C:5]([C:7]([O:9][CH3:10])=[O:8])=[CH:4][C:3]=1[N+:11]([O-:13])=[O:12], predict the reactants needed to synthesize it. The reactants are: [CH3:1][C:2]1[S:6][C:5]([C:7]([O:9][CH3:10])=[O:8])=[CH:4][C:3]=1[N+:11]([O-:13])=[O:12].COO[CH:17](OOC)[N:18]([CH3:20])[CH3:19].